This data is from Forward reaction prediction with 1.9M reactions from USPTO patents (1976-2016). The task is: Predict the product of the given reaction. (1) Given the reactants [Br:1][C:2]1[C:7]([OH:8])=[CH:6][CH:5]=[C:4]([I:9])[N:3]=1.C(=O)([O-])[O-].[K+].[K+].[CH2:16](Br)[C:17]1[CH:22]=[CH:21][CH:20]=[CH:19][CH:18]=1, predict the reaction product. The product is: [CH2:16]([O:8][C:7]1[C:2]([Br:1])=[N:3][C:4]([I:9])=[CH:5][CH:6]=1)[C:17]1[CH:22]=[CH:21][CH:20]=[CH:19][CH:18]=1. (2) Given the reactants [CH3:1][C:2]1[CH:3]=[C:4]([NH:16][C:17]2[C:27]3[CH:26]=[C:25]([C:28](O)=[O:29])[CH2:24][CH2:23][NH:22][C:21]=3[N:20]=[CH:19][N:18]=2)[CH:5]=[CH:6][C:7]=1[O:8][C:9]1[CH:10]=[N:11][C:12]([CH3:15])=[CH:13][CH:14]=1.Cl.[NH2:32][C:33]([CH3:42])([CH3:41])[CH2:34][S:35]([CH2:38][CH2:39][OH:40])(=[O:37])=[O:36].Cl.C(N=C=NCCCN(C)C)C.O.ON1C2C=CC=CC=2N=N1, predict the reaction product. The product is: [OH:40][CH2:39][CH2:38][S:35]([CH2:34][C:33]([NH:32][C:28]([C:25]1[CH2:24][CH2:23][NH:22][C:21]2[N:20]=[CH:19][N:18]=[C:17]([NH:16][C:4]3[CH:5]=[CH:6][C:7]([O:8][C:9]4[CH:10]=[N:11][C:12]([CH3:15])=[CH:13][CH:14]=4)=[C:2]([CH3:1])[CH:3]=3)[C:27]=2[CH:26]=1)=[O:29])([CH3:41])[CH3:42])(=[O:36])=[O:37]. (3) The product is: [CH2:85]([S:87][C:48]1[CH:49]=[CH:50][CH:51]=[C:52]2[C:57]=1[N:56]=[C:55]([C:58]1[N:62]3[CH:63]=[C:64]([C@@H:67]([N:72]4[CH2:76][CH2:75][C@H:74]([NH:77][C:78](=[O:84])[O:79][C:80]([CH3:83])([CH3:82])[CH3:81])[CH2:73]4)[C:68]([F:71])([F:70])[F:69])[CH:65]=[CH:66][C:61]3=[N:60][N:59]=1)[CH:54]=[CH:53]2)[CH3:86]. Given the reactants C(Cl)(Cl)Cl.CC1(C)C2C=CC=C(P(C3C=CC=CC=3)C3C=CC=CC=3)C=2OC2C1=CC=CC=2P(C1C=CC=CC=1)C1C=CC=CC=1.Br[C:48]1[CH:49]=[CH:50][CH:51]=[C:52]2[C:57]=1[N:56]=[C:55]([C:58]1[N:62]3[CH:63]=[C:64]([C@@H:67]([N:72]4[CH2:76][CH2:75][C@H:74]([NH:77][C:78](=[O:84])[O:79][C:80]([CH3:83])([CH3:82])[CH3:81])[CH2:73]4)[C:68]([F:71])([F:70])[F:69])[CH:65]=[CH:66][C:61]3=[N:60][N:59]=1)[CH:54]=[CH:53]2.[CH2:85]([SH:87])[CH3:86].C(N(C(C)C)C(C)C)C, predict the reaction product. (4) Given the reactants [CH2:1]([N:6]1[C:14]2[N:13]=[C:12]([C:15]([F:18])([F:17])[F:16])[NH:11][C:10]=2[C:9](=[S:19])[NH:8][C:7]1=[O:20])[CH2:2][CH2:3][CH2:4][CH3:5].[OH-].[Na+].S(OC)(O[CH3:27])(=O)=O, predict the reaction product. The product is: [CH3:27][S:19][C:9]1[C:10]2[NH:11][C:12]([C:15]([F:16])([F:18])[F:17])=[N:13][C:14]=2[N:6]([CH2:1][CH2:2][CH2:3][CH2:4][CH3:5])[C:7](=[O:20])[N:8]=1. (5) Given the reactants [CH2:1]([O:3][C:4](=[O:26])[C:5]([CH3:25])([CH3:24])[CH2:6][CH2:7][CH2:8][CH2:9][C:10](=O)[CH2:11][CH2:12][CH2:13][CH2:14][C:15]([CH3:22])([CH3:21])[C:16]([O:18][CH2:19][CH3:20])=[O:17])[CH3:2].[CH2:27]([SH:31])[CH2:28][CH2:29][SH:30].B(F)(F)F.CCOCC, predict the reaction product. The product is: [CH2:1]([O:3][C:4](=[O:26])[C:5]([CH3:25])([CH3:24])[CH2:6][CH2:7][CH2:8][CH2:9][C:10]1([CH2:11][CH2:12][CH2:13][CH2:14][C:15]([C:16]([O:18][CH2:19][CH3:20])=[O:17])([CH3:22])[CH3:21])[S:31][CH2:27][CH2:28][CH2:29][S:30]1)[CH3:2]. (6) Given the reactants [Li]CCCC.Br[C:7]1[CH:12]=[CH:11][C:10]([S:13][CH2:14][CH3:15])=[C:9]([C:16]([F:19])([F:18])[F:17])[CH:8]=1.[B:20](OC(C)C)([O:25]C(C)C)[O:21]C(C)C, predict the reaction product. The product is: [CH2:14]([S:13][C:10]1[CH:11]=[CH:12][C:7]([B:20]([OH:25])[OH:21])=[CH:8][C:9]=1[C:16]([F:19])([F:18])[F:17])[CH3:15]. (7) Given the reactants [NH2:1][C:2]1[C:11]2[C:6](=[CH:7][CH:8]=[CH:9][CH:10]=2)[CH:5]=[CH:4][C:3]=1[C:12]([OH:21])([C:17]([F:20])([F:19])[F:18])[C:13]([F:16])([F:15])[F:14].[C:22]1([CH3:31])[CH:27]=[CH:26][CH:25]=[C:24]([C:28](Cl)=[O:29])[CH:23]=1, predict the reaction product. The product is: [CH3:31][C:22]1[CH:23]=[C:24]([CH:25]=[CH:26][CH:27]=1)[C:28]([NH:1][C:2]1[C:11]2[C:6](=[CH:7][CH:8]=[CH:9][CH:10]=2)[CH:5]=[CH:4][C:3]=1[C:12]([OH:21])([C:13]([F:14])([F:15])[F:16])[C:17]([F:18])([F:19])[F:20])=[O:29]. (8) Given the reactants [NH2:1][C:2]1[CH:9]=[CH:8][C:5]([C:6]#[N:7])=[CH:4][N:3]=1.[CH3:10][CH:11]1[CH2:16][C:15](=[O:17])[O:14][C:13](=[O:18])[CH2:12]1.C1(C)C=CC=CC=1.CS(C)=O, predict the reaction product. The product is: [C:6]([C:5]1[CH:8]=[CH:9][C:2]([NH:1][C:15]([CH2:16][CH:11]([CH3:10])[CH2:12][C:13]([OH:18])=[O:14])=[O:17])=[N:3][CH:4]=1)#[N:7]. (9) Given the reactants C=C[C@@H]1[C@@H]2C[C@H]([C@@H:11]([OH:22])[C:12]3C=CN=C4C=CC=CC=34)N(CC2)C1.N1C=CC=CC=1.[CH3:29][NH:30][C:31]([C:33]1[CH:42]=[CH:41][C:40]2[C:35](=[CH:36][CH:37]=[C:38]([C:43]([C:45]3[N:46]=[CH:47][N:48]([C:50]([C:63]4[CH:68]=[CH:67][CH:66]=[CH:65][CH:64]=4)([C:57]4[CH:62]=[CH:61][CH:60]=[CH:59][CH:58]=4)[C:51]4[CH:56]=[CH:55][CH:54]=[CH:53][CH:52]=4)[CH:49]=3)=[O:44])[CH:39]=2)[CH:34]=1)=[O:32].Cl.C[O:71][CH:72]1CCC[CH2:73]1, predict the reaction product. The product is: [OH:44][C@@:43]([C:38]1[CH:37]=[CH:36][C:35]2[C:40](=[CH:41][CH:42]=[C:33]([C:31]([NH:30][CH3:29])=[O:32])[CH:34]=2)[CH:39]=1)([C:45]1[N:46]=[CH:47][N:48]([C:50]([C:51]2[CH:56]=[CH:55][CH:54]=[CH:53][CH:52]=2)([C:57]2[CH:58]=[CH:59][CH:60]=[CH:61][CH:62]=2)[C:63]2[CH:68]=[CH:67][CH:66]=[CH:65][CH:64]=2)[CH:49]=1)[CH2:73][C:72]([O:22][CH2:11][CH3:12])=[O:71].